This data is from Forward reaction prediction with 1.9M reactions from USPTO patents (1976-2016). The task is: Predict the product of the given reaction. (1) The product is: [CH2:1]([N:3]1[C:4]2[CH:9]=[CH:8][N:7]=[CH:6][C:5]=2[N:10]=[C:24]1[CH2:25][N:26]1[CH:30]=[C:29]([C:31]([F:32])([F:33])[F:34])[N:28]=[C:27]1[C:35]1[S:36][CH:37]=[CH:38][N:39]=1)[CH3:2]. Given the reactants [CH2:1]([NH:3][C:4]1[CH:9]=[CH:8][N:7]=[CH:6][C:5]=1[NH2:10])[CH3:2].C[Al](C)C.C1(C)C=CC=CC=1.CO[C:24](=O)[CH2:25][N:26]1[CH:30]=[C:29]([C:31]([F:34])([F:33])[F:32])[N:28]=[C:27]1[C:35]1[S:36][CH:37]=[CH:38][N:39]=1, predict the reaction product. (2) Given the reactants [CH2:1]([O:8][CH2:9][CH2:10][C@@H:11]([NH:15][C:16]([O:18][C:19]([CH3:22])([CH3:21])[CH3:20])=[O:17])[C:12]([OH:14])=O)[C:2]1[CH:7]=[CH:6][CH:5]=[CH:4][CH:3]=1.C(N1C=CN=C1)(N1C=CN=C1)=O.[C:35]([O:41][C:42]([CH3:45])([CH3:44])[CH3:43])(=[O:40])[CH2:36][C:37]([O-:39])=O.[Cl-].[Mg+2].[Cl-].CC(C)([O-])C.[K+].Cl, predict the reaction product. The product is: [CH2:1]([O:8][CH2:9][CH2:10][C@@H:11]([NH:15][C:16]([O:18][C:19]([CH3:22])([CH3:21])[CH3:20])=[O:17])[C:12](=[O:14])[CH2:36][C:35]([O:41][C:42]([CH3:45])([CH3:44])[CH3:43])=[O:40])[C:2]1[CH:3]=[CH:4][CH:5]=[CH:6][CH:7]=1.[CH2:1]([O:8][CH2:9][CH2:10][C@@H:11]([NH:15][C:16]([O:18][C:19]([CH3:22])([CH3:21])[CH3:20])=[O:17])/[C:37](/[OH:39])=[CH:36]/[C:35]([O:41][C:42]([CH3:45])([CH3:44])[CH3:43])=[O:40])[C:2]1[CH:7]=[CH:6][CH:5]=[CH:4][CH:3]=1. (3) The product is: [CH3:1][C:2]1[C:7]([CH3:8])=[CH:6][C:5]([NH:9][S:10]([C:13]2[CH:14]=[CH:15][CH:16]=[CH:17][CH:18]=2)(=[O:12])=[O:11])=[CH:4][C:3]=1[NH:19][C:20]([CH2:22][C:23]1[CH:24]=[CH:25][C:26]([C:27]([NH2:39])=[NH:28])=[CH:29][CH:30]=1)=[O:21]. Given the reactants [CH3:1][C:2]1[C:7]([CH3:8])=[CH:6][C:5]([NH:9][S:10]([C:13]2[CH:18]=[CH:17][CH:16]=[CH:15][CH:14]=2)(=[O:12])=[O:11])=[CH:4][C:3]=1[NH:19][C:20]([CH2:22][C:23]1[CH:30]=[CH:29][C:26]([C:27]#[N:28])=[CH:25][CH:24]=1)=[O:21].C(O)C.Cl.C(=O)([O-])[O-].[NH4+:39].[NH4+], predict the reaction product. (4) Given the reactants [CH3:1][C:2]1[CH:7]=[CH:6][N:5]=[C:4]([N:8]2[C:16](=[O:17])[C:15]3[C:10](=[CH:11][CH:12]=[CH:13][CH:14]=3)[C:9]2=[O:18])[CH:3]=1.[Cl:19]N1C(=O)CCC1=O.C(OOC(=O)C1C=CC=CC=1)(=O)C1C=CC=CC=1, predict the reaction product. The product is: [Cl:19][CH2:1][C:2]1[CH:7]=[CH:6][N:5]=[C:4]([N:8]2[C:9](=[O:18])[C:10]3[C:15](=[CH:14][CH:13]=[CH:12][CH:11]=3)[C:16]2=[O:17])[CH:3]=1.